The task is: Predict the product of the given reaction.. This data is from Forward reaction prediction with 1.9M reactions from USPTO patents (1976-2016). Given the reactants [OH:1][C:2]1[CH:11]=[CH:10][C:5]([C:6]([O:8][CH3:9])=[O:7])=[CH:4][CH:3]=1.C(=O)([O-])[O-].[K+].[K+].Br[CH2:19][CH2:20][CH2:21][Cl:22], predict the reaction product. The product is: [Cl:22][CH2:21][CH2:20][CH2:19][O:1][C:2]1[CH:3]=[CH:4][C:5]([C:6]([O:8][CH3:9])=[O:7])=[CH:10][CH:11]=1.